The task is: Regression. Given a peptide amino acid sequence and an MHC pseudo amino acid sequence, predict their binding affinity value. This is MHC class II binding data.. This data is from Peptide-MHC class II binding affinity with 134,281 pairs from IEDB. (1) The peptide sequence is VPQLQPQNPSQQQPQ. The MHC is HLA-DPA10201-DPB10501 with pseudo-sequence HLA-DPA10201-DPB10501. The binding affinity (normalized) is 0.108. (2) The peptide sequence is GANYFLQISRVNDLN. The MHC is DRB1_0301 with pseudo-sequence DRB1_0301. The binding affinity (normalized) is 0.435. (3) The peptide sequence is KTLKFDALSGSQEVE. The MHC is DRB1_1101 with pseudo-sequence DRB1_1101. The binding affinity (normalized) is 0.185. (4) The peptide sequence is EREKSAAIDGEYRLK. The MHC is DRB1_0404 with pseudo-sequence DRB1_0404. The binding affinity (normalized) is 0.0814. (5) The peptide sequence is YGGSWKLEGRWDGEE. The MHC is DRB1_1101 with pseudo-sequence DRB1_1101. The binding affinity (normalized) is 0.595. (6) The peptide sequence is LPIGTRSVETDKGPL. The MHC is DRB3_0202 with pseudo-sequence DRB3_0202. The binding affinity (normalized) is 0.209. (7) The peptide sequence is VDLFVFSTSFYLISI. The binding affinity (normalized) is 0.326. The MHC is H-2-IAb with pseudo-sequence H-2-IAb.